This data is from Forward reaction prediction with 1.9M reactions from USPTO patents (1976-2016). The task is: Predict the product of the given reaction. (1) The product is: [Br:12][C:2]1[C:3]([CH3:11])=[CH:4][C:5]([C:9]#[N:10])=[N:6][C:7]=1[CH3:8]. Given the reactants N[C:2]1[C:3]([CH3:11])=[CH:4][C:5]([C:9]#[N:10])=[N:6][C:7]=1[CH3:8].[BrH:12].BrBr.N([O-])=O.[Na+].[OH-].[Na+], predict the reaction product. (2) Given the reactants [C:1]([O:5][C:6](=[O:35])[NH:7][C:8]1([C:12]2[CH:17]=[CH:16][C:15]([C:18]3[C:23](=[O:24])[C:22]4[CH:25]=[CH:26][CH:27]=[CH:28][C:21]=4[O:20][C:19]=3[C:29]3[CH:34]=[CH:33][CH:32]=[CH:31][CH:30]=3)=[CH:14][CH:13]=2)[CH2:11][CH2:10][CH2:9]1)([CH3:4])([CH3:3])[CH3:2].[NH2:36]C1C=CC2C(=O)C(Br)=C(C3C=CC=CC=3)OC=2C=1, predict the reaction product. The product is: [C:1]([O:5][C:6](=[O:35])[NH:7][C:8]1([C:12]2[CH:17]=[CH:16][C:15]([C:18]3[C:23](=[O:24])[C:22]4[CH:25]=[CH:26][C:27]([NH2:36])=[CH:28][C:21]=4[O:20][C:19]=3[C:29]3[CH:30]=[CH:31][CH:32]=[CH:33][CH:34]=3)=[CH:14][CH:13]=2)[CH2:9][CH2:10][CH2:11]1)([CH3:4])([CH3:2])[CH3:3]. (3) Given the reactants [CH3:1][O:2][C:3]1[CH:4]=[C:5]([CH:19]=[C:20]([O:24][CH3:25])[C:21]=1[O:22]C)[O:6][C:7]1[CH:8]=[C:9]2[C:13](=[CH:14][CH:15]=1)[NH:12][C:11]([NH2:16])=[C:10]2[C:17]#[N:18].C[Si](I)(C)C.[O-]S([O-])(=S)=O.[Na+].[Na+], predict the reaction product. The product is: [CH3:25][O:24][C:20]1[CH:19]=[C:5]([CH:4]=[C:3]([O:2][CH3:1])[C:21]=1[OH:22])[O:6][C:7]1[CH:8]=[C:9]2[C:13](=[CH:14][CH:15]=1)[NH:12][C:11]([NH2:16])=[C:10]2[C:17]#[N:18]. (4) Given the reactants [CH3:1][CH2:2][CH2:3][NH:4][CH2:5][CH2:6][OH:7].[CH3:8][O:9][C:10]1[CH:15]=[CH:14][C:13]([N:16]2[CH2:21][CH2:20][N:19]([C:22]3[CH:27]=[CH:26][C:25]([N:28]=[C:29]=[O:30])=[CH:24][CH:23]=3)[CH2:18][CH2:17]2)=[CH:12][CH:11]=1, predict the reaction product. The product is: [CH3:8][O:9][C:10]1[CH:11]=[CH:12][C:13]([N:16]2[CH2:21][CH2:20][N:19]([C:22]3[CH:27]=[CH:26][C:25]([NH:28][C:29]([N:4]([CH2:3][CH2:2][CH3:1])[CH2:5][CH2:6][OH:7])=[O:30])=[CH:24][CH:23]=3)[CH2:18][CH2:17]2)=[CH:14][CH:15]=1. (5) The product is: [CH3:17][O:16][C:11]1[CH:12]=[C:13]2[C:8](=[CH:9][CH:10]=1)[C:7](=[O:18])[CH:6]([CH2:4][CH2:31][CH2:32][CH2:33][C:34]([OH:36])=[O:35])[CH2:15][CH2:14]2.[CH2:52]([O:59][NH:60][C:34](=[O:36])[CH2:33][CH2:32][CH2:31][CH2:30][CH:21]1[CH2:22][CH2:23][C:24]2[C:29](=[CH:28][CH:27]=[C:26]([O:3][CH3:1])[CH:25]=2)[C:20]1=[O:19])[C:53]1[CH:58]=[CH:57][CH:56]=[CH:55][CH:54]=1. Given the reactants [CH2:1]([O:3][C:4]([CH:6]1[CH2:15][CH2:14][C:13]2[C:8](=[CH:9][CH:10]=[C:11]([O:16][CH3:17])[CH:12]=2)[C:7]1=[O:18])=O)C.[O:19]=[C:20]1[C:29]2[C:24](=[CH:25][CH:26]=[CH:27][CH:28]=2)[CH2:23][CH2:22][CH:21]1[CH2:30][CH2:31][CH2:32][CH2:33][C:34]([OH:36])=[O:35].O=C1N(P(Cl)(N2CCOC2=O)=O)CCO1.[CH2:52]([O:59][NH2:60])[C:53]1[CH:58]=[CH:57][CH:56]=[CH:55][CH:54]=1, predict the reaction product.